From a dataset of Reaction yield outcomes from USPTO patents with 853,638 reactions. Predict the reaction yield, written as a fraction of the theoretical maximum amount of product (1.0 means a 100% yield; for example, 0.34 means a 34% yield). (1) The reactants are [N+:1]([CH3:4])([O-:3])=[O:2].[SH-:5].[C+4:6].[SH-:7].[SH-].[SH-].[OH-].[K+:11]. The catalyst is C(O)C. The product is [N+:1]([CH:4]=[C:6]([S-:7])[S-:5])([O-:3])=[O:2].[K+:11].[K+:11]. The yield is 0.720. (2) The product is [CH3:11][C:12]1[O:16][N:15]=[C:14]([CH2:17][NH:18][C:2]2[C:3]3[CH:10]=[CH:9][NH:8][C:4]=3[N:5]=[CH:6][N:7]=2)[CH:13]=1. The reactants are Cl[C:2]1[N:7]=[CH:6][NH:5][C:4]2=[N:8][CH:9]=[CH:10][C:3]=12.[CH3:11][C:12]1[O:16][N:15]=[C:14]([CH2:17][NH2:18])[CH:13]=1.CCN(C(C)C)C(C)C. The catalyst is C(O)CCC. The yield is 0.720.